Dataset: NCI-60 drug combinations with 297,098 pairs across 59 cell lines. Task: Regression. Given two drug SMILES strings and cell line genomic features, predict the synergy score measuring deviation from expected non-interaction effect. (1) Drug 1: C1=NC2=C(N1)C(=S)N=C(N2)N. Drug 2: C1CCC(C(C1)N)N.C(=O)(C(=O)[O-])[O-].[Pt+4]. Cell line: SK-OV-3. Synergy scores: CSS=37.6, Synergy_ZIP=-9.04, Synergy_Bliss=-5.61, Synergy_Loewe=-4.28, Synergy_HSA=-3.57. (2) Drug 1: CC(CN1CC(=O)NC(=O)C1)N2CC(=O)NC(=O)C2. Drug 2: CNC(=O)C1=NC=CC(=C1)OC2=CC=C(C=C2)NC(=O)NC3=CC(=C(C=C3)Cl)C(F)(F)F. Cell line: MDA-MB-435. Synergy scores: CSS=31.7, Synergy_ZIP=-1.38, Synergy_Bliss=-0.778, Synergy_Loewe=-16.7, Synergy_HSA=-1.21. (3) Drug 1: CN(CCCl)CCCl.Cl. Drug 2: C(CC(=O)O)C(=O)CN.Cl. Cell line: OVCAR-5. Synergy scores: CSS=11.9, Synergy_ZIP=-3.93, Synergy_Bliss=2.76, Synergy_Loewe=0.553, Synergy_HSA=1.33. (4) Drug 1: CC1=C(C(=CC=C1)Cl)NC(=O)C2=CN=C(S2)NC3=CC(=NC(=N3)C)N4CCN(CC4)CCO. Synergy scores: CSS=13.0, Synergy_ZIP=-6.66, Synergy_Bliss=-3.71, Synergy_Loewe=-12.5, Synergy_HSA=-3.03. Drug 2: CC12CCC3C(C1CCC2OP(=O)(O)O)CCC4=C3C=CC(=C4)OC(=O)N(CCCl)CCCl.[Na+]. Cell line: HL-60(TB). (5) Drug 1: CN1CCC(CC1)COC2=C(C=C3C(=C2)N=CN=C3NC4=C(C=C(C=C4)Br)F)OC. Drug 2: COCCOC1=C(C=C2C(=C1)C(=NC=N2)NC3=CC=CC(=C3)C#C)OCCOC.Cl. Cell line: SK-MEL-2. Synergy scores: CSS=4.38, Synergy_ZIP=2.19, Synergy_Bliss=8.65, Synergy_Loewe=5.26, Synergy_HSA=5.51. (6) Drug 1: CN(C)C1=NC(=NC(=N1)N(C)C)N(C)C. Drug 2: COC1=C2C(=CC3=C1OC=C3)C=CC(=O)O2. Cell line: NCI-H522. Synergy scores: CSS=-3.80, Synergy_ZIP=1.03, Synergy_Bliss=-0.207, Synergy_Loewe=-2.89, Synergy_HSA=-3.54. (7) Drug 1: CC1=C2C(C(=O)C3(C(CC4C(C3C(C(C2(C)C)(CC1OC(=O)C(C(C5=CC=CC=C5)NC(=O)OC(C)(C)C)O)O)OC(=O)C6=CC=CC=C6)(CO4)OC(=O)C)OC)C)OC. Drug 2: C1=NC(=NC(=O)N1C2C(C(C(O2)CO)O)O)N. Cell line: SK-OV-3. Synergy scores: CSS=49.3, Synergy_ZIP=9.23, Synergy_Bliss=9.89, Synergy_Loewe=-17.8, Synergy_HSA=9.43. (8) Synergy scores: CSS=45.2, Synergy_ZIP=-1.27, Synergy_Bliss=4.81, Synergy_Loewe=8.36, Synergy_HSA=10.3. Drug 2: C1=C(C(=O)NC(=O)N1)N(CCCl)CCCl. Drug 1: CC1C(C(CC(O1)OC2CC(CC3=C2C(=C4C(=C3O)C(=O)C5=C(C4=O)C(=CC=C5)OC)O)(C(=O)C)O)N)O.Cl. Cell line: IGROV1. (9) Drug 1: CC12CCC3C(C1CCC2O)C(CC4=C3C=CC(=C4)O)CCCCCCCCCS(=O)CCCC(C(F)(F)F)(F)F. Drug 2: CCC1(C2=C(COC1=O)C(=O)N3CC4=CC5=C(C=CC(=C5CN(C)C)O)N=C4C3=C2)O.Cl. Cell line: BT-549. Synergy scores: CSS=17.5, Synergy_ZIP=-2.82, Synergy_Bliss=0.626, Synergy_Loewe=-11.2, Synergy_HSA=1.62.